From a dataset of Forward reaction prediction with 1.9M reactions from USPTO patents (1976-2016). Predict the product of the given reaction. (1) Given the reactants [CH2:1]1[CH2:5][C:4]2[N:6]=[CH:7][CH:8]=[CH:9][C:3]=2[CH2:2]1.[CH:10](=O)[C:11]1[CH:16]=[CH:15][CH:14]=[CH:13][CH:12]=1.C(OC(=O)C)(=O)C, predict the reaction product. The product is: [CH:10](=[C:5]1/[CH2:1][CH2:2][C:3]2[C:4]/1=[N:6][CH:7]=[CH:8][CH:9]=2)/[C:11]1[CH:16]=[CH:15][CH:14]=[CH:13][CH:12]=1. (2) The product is: [NH2:20][C:8]([NH:4][N:3]1[CH2:2][CH2:6][O:30][CH2:29][CH2:28]1)=[N:9][S:10]([C:13]1[CH:14]=[CH:15][C:16]([Cl:19])=[CH:17][CH:18]=1)(=[O:11])=[O:12]. Given the reactants C[C:2]1[CH:6]=C(C)[N:4]([C:8](=[NH:20])[NH:9][S:10]([C:13]2[CH:18]=[CH:17][C:16]([Cl:19])=[CH:15][CH:14]=2)(=[O:12])=[O:11])[N:3]=1.CS(O)(=O)=O.NN1CC[O:30][CH2:29][CH2:28]1, predict the reaction product. (3) Given the reactants [N+]([O-])(OCCC(C)C)=O.N[C:11]1[C:12]([C:21]2[CH:26]=[CH:25][C:24]([O:27][CH3:28])=[C:23]([C:29]#[N:30])[CH:22]=2)=[N:13][S:14][C:15]=1[C:16]([O:18][CH2:19][CH3:20])=[O:17], predict the reaction product. The product is: [C:29]([C:23]1[CH:22]=[C:21]([C:12]2[CH:11]=[C:15]([C:16]([O:18][CH2:19][CH3:20])=[O:17])[S:14][N:13]=2)[CH:26]=[CH:25][C:24]=1[O:27][CH3:28])#[N:30]. (4) Given the reactants [C:1]([C:9]1[CH:10]=[N:11][C:12]2[C:17]([C:18]=1[C:19]1[CH:20]=[C:21]([CH:24]=[CH:25][CH:26]=1)[CH:22]=O)=[CH:16][CH:15]=[CH:14][C:13]=2[C:27]([F:30])([F:29])[F:28])(=[O:8])[C:2]1[CH:7]=[CH:6][CH:5]=[CH:4][CH:3]=1.C([O:33][C:34](=[O:43])[CH2:35][C:36]1[CH:41]=[CH:40][C:39]([NH2:42])=[CH:38][CH:37]=1)C, predict the reaction product. The product is: [C:1]([C:9]1[CH:10]=[N:11][C:12]2[C:17]([C:18]=1[C:19]1[CH:20]=[C:21]([CH:24]=[CH:25][CH:26]=1)[CH2:22][NH:42][C:39]1[CH:38]=[CH:37][C:36]([CH2:35][C:34]([OH:33])=[O:43])=[CH:41][CH:40]=1)=[CH:16][CH:15]=[CH:14][C:13]=2[C:27]([F:30])([F:29])[F:28])(=[O:8])[C:2]1[CH:3]=[CH:4][CH:5]=[CH:6][CH:7]=1. (5) Given the reactants [C:1]([O:5][C:6]([N:8]1[C:16]2[C:11](=[CH:12][CH:13]=[C:14]([OH:17])[CH:15]=2)[CH:10]=[C:9]1[C:18]1[C:19]2[S:32][C:31]([CH2:33][OH:34])=[CH:30][C:20]=2[N:21]([C:23]([O:25][C:26]([CH3:29])([CH3:28])[CH3:27])=[O:24])[N:22]=1)=[O:7])([CH3:4])([CH3:3])[CH3:2].C(=O)([O-])[O-].[Cs+].[Cs+].[Br:41][CH2:42][CH2:43][CH2:44]Br, predict the reaction product. The product is: [C:1]([O:5][C:6]([N:8]1[C:16]2[C:11](=[CH:12][CH:13]=[C:14]([O:17][CH2:44][CH2:43][CH2:42][Br:41])[CH:15]=2)[CH:10]=[C:9]1[C:18]1[C:19]2[S:32][C:31]([CH2:33][OH:34])=[CH:30][C:20]=2[N:21]([C:23]([O:25][C:26]([CH3:27])([CH3:28])[CH3:29])=[O:24])[N:22]=1)=[O:7])([CH3:2])([CH3:3])[CH3:4]. (6) Given the reactants ClS([N:5]=C=O)(=O)=O.[CH3:8][O:9][C:10]1[CH:11]=[C:12]([CH:16]=[CH:17][C:18]=1[CH3:19])[C:13](O)=O.CN(C=O)C, predict the reaction product. The product is: [CH3:8][O:9][C:10]1[CH:11]=[C:12]([CH:16]=[CH:17][C:18]=1[CH3:19])[C:13]#[N:5].